Task: Predict the product of the given reaction.. Dataset: Forward reaction prediction with 1.9M reactions from USPTO patents (1976-2016) (1) The product is: [CH2:18]([C:19]1[N:9]([C:4]2[CH:5]=[CH:6][CH:7]=[CH:8][C:3]=2[C:1]#[N:2])[C:10](=[S:11])[NH:22][N:21]=1)[C:12]1[CH:17]=[CH:16][CH:15]=[CH:14][CH:13]=1. Given the reactants [C:1]([C:3]1[CH:8]=[CH:7][CH:6]=[CH:5][C:4]=1[N:9]=[C:10]=[S:11])#[N:2].[C:12]1([CH2:18][C:19]([NH:21][NH2:22])=O)[CH:17]=[CH:16][CH:15]=[CH:14][CH:13]=1, predict the reaction product. (2) Given the reactants [Cl:1][C:2]1[C:7]([C:8](=O)[CH3:9])=[C:6](Cl)[N:5]=[CH:4][N:3]=1.O.[NH2:13][NH2:14], predict the reaction product. The product is: [Cl:1][C:2]1[N:3]=[CH:4][N:5]=[C:6]2[NH:13][N:14]=[C:8]([CH3:9])[C:7]=12. (3) Given the reactants [CH3:1][C:2]1([C:8]2[CH:13]=[CH:12][CH:11]=[CH:10][CH:9]=2)[C:5](=[O:6])[CH2:4][C:3]1=[O:7].[F:14][C:15]1[CH:32]=[CH:31][C:18]2[S:19][C:20]([CH:23]([C:25]3[CH:30]=[CH:29][CH:28]=[CH:27][CH:26]=3)O)=[C:21]([CH3:22])[C:17]=2[CH:16]=1, predict the reaction product. The product is: [F:14][C:15]1[CH:32]=[CH:31][C:18]2[S:19][C:20]([CH:23]([C:25]3[CH:30]=[CH:29][CH:28]=[CH:27][CH:26]=3)[C:4]3[C:3](=[O:7])[C:2]([CH3:1])([C:8]4[CH:13]=[CH:12][CH:11]=[CH:10][CH:9]=4)[C:5]=3[OH:6])=[C:21]([CH3:22])[C:17]=2[CH:16]=1. (4) The product is: [CH2:1]([O:8][C:9]([NH:11][S:12]([N:15]([CH2:16][C:17]([O:19][CH2:20][CH3:21])=[O:18])[C@H:22]1[CH2:27][CH2:26][C@H:25]([O:36][CH:37]2[CH2:38][CH2:39][N:40]([C:43]([O:45][CH2:46][C:47]3[CH:52]=[CH:51][CH:50]=[CH:49][CH:48]=3)=[O:44])[CH2:41][CH2:42]2)[CH2:24][CH2:23]1)(=[O:14])=[O:13])=[O:10])[C:2]1[CH:3]=[CH:4][CH:5]=[CH:6][CH:7]=1. Given the reactants [CH2:1]([O:8][C:9]([NH:11][S:12]([N:15]([C@H:22]1[CH2:27][CH2:26][C@H:25](O[Si](C(C)(C)C)(C)C)[CH2:24][CH2:23]1)[CH2:16][C:17]([O:19][CH2:20][CH3:21])=[O:18])(=[O:14])=[O:13])=[O:10])[C:2]1[CH:7]=[CH:6][CH:5]=[CH:4][CH:3]=1.[O:36]=[C:37]1[CH2:42][CH2:41][N:40]([C:43]([O:45][CH2:46][C:47]2[CH:52]=[CH:51][CH:50]=[CH:49][CH:48]=2)=[O:44])[CH2:39][CH2:38]1.C([SiH](CC)CC)C.FC(F)(F)S(O[Si](C)(C)C)(=O)=O, predict the reaction product. (5) Given the reactants [F:1][C:2]([F:23])([F:22])[C:3]1[CH:4]=[C:5]([C:13]2([C:18]([F:21])([F:20])[F:19])[CH2:17][CH2:16][NH:15][CH2:14]2)[CH:6]=[C:7]([C:9]([F:12])([F:11])[F:10])[CH:8]=1.Br[C:25]1[CH:26]=[C:27]2[C:31](=[CH:32][CH:33]=1)[CH:30]([NH:34][C:35](=[O:38])[CH2:36][CH3:37])[CH2:29][CH2:28]2.CC(C)([O-])C.[Na+], predict the reaction product. The product is: [F:12][C:9]([F:10])([F:11])[C:7]1[CH:6]=[C:5]([C:13]2([C:18]([F:21])([F:19])[F:20])[CH2:17][CH2:16][N:15]([C:25]3[CH:26]=[C:27]4[C:31](=[CH:32][CH:33]=3)[CH:30]([NH:34][C:35](=[O:38])[CH2:36][CH3:37])[CH2:29][CH2:28]4)[CH2:14]2)[CH:4]=[C:3]([C:2]([F:22])([F:1])[F:23])[CH:8]=1. (6) Given the reactants [CH3:1][O:2][C:3]1[CH:12]=[C:11]2[C:6]([N:7]=[CH:8][C:9](=[O:13])[NH:10]2)=[CH:5][CH:4]=1.[H-].[Na+].CS(O[CH2:21][CH2:22][N:23]1[CH2:28][CH2:27][C@@H:26]([NH:29][C:30]([O:32][C:33]([CH3:36])([CH3:35])[CH3:34])=[O:31])[C@@H:25]([O:37][CH3:38])[CH2:24]1)(=O)=O, predict the reaction product. The product is: [CH3:38][O:37][C@@H:25]1[C@H:26]([NH:29][C:30](=[O:31])[O:32][C:33]([CH3:34])([CH3:36])[CH3:35])[CH2:27][CH2:28][N:23]([CH2:22][CH2:21][N:10]2[C:11]3[C:6](=[CH:5][CH:4]=[C:3]([O:2][CH3:1])[CH:12]=3)[N:7]=[CH:8][C:9]2=[O:13])[CH2:24]1. (7) Given the reactants [OH:1][N:2]1[C:6]2[CH:7]=[CH:8][CH:9]=[C:10]([CH3:11])[C:5]=2[N:4]=[C:3]1[CH3:12].[CH3:13][O:14][C:15]1[CH:20]=[CH:19][C:18]([CH2:21][CH2:22]O)=[CH:17][CH:16]=1.C1(P(C2C=CC=CC=2)C2C=CC=CC=2)C=CC=CC=1.CCOC(/N=N/C(OCC)=O)=O, predict the reaction product. The product is: [CH3:13][O:14][C:15]1[CH:20]=[CH:19][C:18]([CH2:21][CH2:22][O:1][N:2]2[C:6]3[CH:7]=[CH:8][CH:9]=[C:10]([CH3:11])[C:5]=3[N:4]=[C:3]2[CH3:12])=[CH:17][CH:16]=1.